The task is: Predict the product of the given reaction.. This data is from Forward reaction prediction with 1.9M reactions from USPTO patents (1976-2016). Given the reactants [NH:1]1[CH:5]=[C:4]([C:6]2[N:11]3[CH:12]=[CH:13][N:14]=[C:10]3[CH:9]=[C:8]([C:15]3[CH:20]=[CH:19][C:18]([N:21]4[CH2:26][CH2:25][O:24][CH2:23][CH2:22]4)=[CH:17][CH:16]=3)[N:7]=2)[CH:3]=[N:2]1.[CH:27]1([CH:32]=[CH:33][C:34]#[N:35])[CH2:31][CH2:30][CH2:29][CH2:28]1.N1CCCN2CCCCCC=12, predict the reaction product. The product is: [CH:27]1([CH:32]([N:1]2[CH:5]=[C:4]([C:6]3[N:11]4[CH:12]=[CH:13][N:14]=[C:10]4[CH:9]=[C:8]([C:15]4[CH:20]=[CH:19][C:18]([N:21]5[CH2:26][CH2:25][O:24][CH2:23][CH2:22]5)=[CH:17][CH:16]=4)[N:7]=3)[CH:3]=[N:2]2)[CH2:33][C:34]#[N:35])[CH2:31][CH2:30][CH2:29][CH2:28]1.